This data is from Forward reaction prediction with 1.9M reactions from USPTO patents (1976-2016). The task is: Predict the product of the given reaction. The product is: [CH2:27]([N:8]([CH2:1][C:2]1[CH:3]=[CH:4][CH:5]=[CH:6][CH:7]=1)[CH2:9][C@H:10]([O:25][CH3:26])[CH2:11][N:12]1[CH2:13][CH2:14][N:15]([CH3:18])[CH2:16][CH2:17]1)[C:28]1[CH:33]=[CH:32][CH:31]=[CH:30][CH:29]=1. Given the reactants [CH2:1]([N:8]([CH2:27][C:28]1[CH:33]=[CH:32][CH:31]=[CH:30][CH:29]=1)[CH2:9][C@H:10]([O:25][CH3:26])[CH2:11][N:12]1[CH2:17][CH2:16][N:15]([C:18](OC(C)(C)C)=O)[CH2:14][CH2:13]1)[C:2]1[CH:7]=[CH:6][CH:5]=[CH:4][CH:3]=1.Cl.C=O.C(O[BH-](OC(=O)C)OC(=O)C)(=O)C.[Na+].N, predict the reaction product.